This data is from Full USPTO retrosynthesis dataset with 1.9M reactions from patents (1976-2016). The task is: Predict the reactants needed to synthesize the given product. (1) Given the product [C:1]([NH:5][C:6]1[CH:20]=[CH:19][C:9]2[N:10]([CH:16]3[CH2:17][CH2:18]3)[CH2:11][NH:12][S:13](=[O:15])(=[O:14])[C:8]=2[CH:7]=1)(=[O:3])[CH3:2], predict the reactants needed to synthesize it. The reactants are: [C:1](Cl)(=[O:3])[CH3:2].[NH2:5][C:6]1[CH:20]=[CH:19][C:9]2[N:10]([CH:16]3[CH2:18][CH2:17]3)[CH:11]=[N:12][S:13](=[O:15])(=[O:14])[C:8]=2[CH:7]=1. (2) Given the product [Cl:29][C:30]1[CH:35]=[C:34]([F:36])[CH:33]=[CH:32][C:31]=1[S:37]([NH:1][CH2:2][C@@H:3]1[C@@H:7]([CH2:8][NH:9][C:10]([C@@H:12]([NH:17][C:18]([C:20]2[S:21][C:22]3[CH:28]=[CH:27][CH:26]=[CH:25][C:23]=3[CH:24]=2)=[O:19])[CH2:13][CH:14]([CH3:16])[CH3:15])=[O:11])[CH2:6][CH2:5][O:4]1)(=[O:39])=[O:38], predict the reactants needed to synthesize it. The reactants are: [NH2:1][CH2:2][C@@H:3]1[C@@H:7]([CH2:8][NH:9][C:10]([C@@H:12]([NH:17][C:18]([C:20]2[S:21][C:22]3[CH:28]=[CH:27][CH:26]=[CH:25][C:23]=3[CH:24]=2)=[O:19])[CH2:13][CH:14]([CH3:16])[CH3:15])=[O:11])[CH2:6][CH2:5][O:4]1.[Cl:29][C:30]1[CH:35]=[C:34]([F:36])[CH:33]=[CH:32][C:31]=1[S:37](Cl)(=[O:39])=[O:38].CCN(CC)CC. (3) Given the product [CH2:20]([C:19]1[C:3]2[C:4](=[O:18])[N:5]([C:12]3[CH:17]=[CH:16][CH:15]=[CH:14][CH:13]=3)[C:6]3[N:7]=[CH:8][CH:9]=[CH:10][C:11]=3[C:2]=2[NH:30][N:29]=1)[C:21]1[CH:26]=[CH:25][CH:24]=[CH:23][CH:22]=1, predict the reactants needed to synthesize it. The reactants are: O[C:2]1[C:11]2[C:6](=[N:7][CH:8]=[CH:9][CH:10]=2)[N:5]([C:12]2[CH:17]=[CH:16][CH:15]=[CH:14][CH:13]=2)[C:4](=[O:18])[C:3]=1[C:19](=O)[CH2:20][C:21]1[CH:26]=[CH:25][CH:24]=[CH:23][CH:22]=1.O.[NH2:29][NH2:30].O.